This data is from Reaction yield outcomes from USPTO patents with 853,638 reactions. The task is: Predict the reaction yield, written as a fraction of the theoretical maximum amount of product (1.0 means a 100% yield; for example, 0.34 means a 34% yield). (1) The reactants are [OH:1][N:2]1[C:6](=[O:7])[C:5]2=[CH:8][CH:9]=[CH:10][CH:11]=[C:4]2[C:3]1=[O:12].C(=O)([O-])[O-].[K+].[K+].Cl[CH2:20][C:21]([NH:23][CH3:24])=[O:22]. No catalyst specified. The product is [O:7]=[C:6]1[C:5]2[C:4](=[CH:11][CH:10]=[CH:9][CH:8]=2)[C:3](=[O:12])[N:2]1[O:1][CH2:20][C:21]([NH:23][CH3:24])=[O:22]. The yield is 0.370. (2) The reactants are C(O)(C(F)(F)F)=O.C([SiH](CC)CC)C.COC1C=C(OC)C=CC=1C[NH:20][C:21]1[C:22]2[N:23]([C:27]([C@@H:54]3[CH2:62][CH2:61][C@@H:60]4[N:56]([C:57](=[O:63])[CH2:58][CH2:59]4)[CH2:55]3)=[N:28][C:29]=2[C:30]2[CH:48]=[CH:47][C:33]([C:34]([NH:36][C:37]3[CH:42]=[C:41]([C:43]([F:46])([F:45])[F:44])[CH:40]=[CH:39][N:38]=3)=[O:35])=[CH:32][C:31]=2[O:49][CH2:50][CH2:51][O:52][CH3:53])[CH:24]=[CH:25][N:26]=1. No catalyst specified. The product is [NH2:20][C:21]1[C:22]2[N:23]([C:27]([C@@H:54]3[CH2:62][CH2:61][C@@H:60]4[N:56]([C:57](=[O:63])[CH2:58][CH2:59]4)[CH2:55]3)=[N:28][C:29]=2[C:30]2[CH:48]=[CH:47][C:33]([C:34]([NH:36][C:37]3[CH:42]=[C:41]([C:43]([F:46])([F:45])[F:44])[CH:40]=[CH:39][N:38]=3)=[O:35])=[CH:32][C:31]=2[O:49][CH2:50][CH2:51][O:52][CH3:53])[CH:24]=[CH:25][N:26]=1. The yield is 0.739. (3) The reactants are [Sn](Cl)Cl.[Br:4][C:5]1[C:6]([F:17])=[C:7]2[C:13]([N+:14]([O-])=O)=[CH:12][NH:11][C:8]2=[N:9][CH:10]=1.[OH-].[Na+]. The catalyst is Cl. The product is [Br:4][C:5]1[C:6]([F:17])=[C:7]2[C:13]([NH2:14])=[CH:12][NH:11][C:8]2=[N:9][CH:10]=1. The yield is 0.640. (4) The product is [CH2:35]([N:42]1[CH2:46][CH2:45][C@H:44]([NH:47][C:27]([NH:20][C:19]2[CH:21]=[CH:22][C:16]([O:15][C:6]3[C:5]4[C:10](=[CH:11][C:12]([O:13][CH3:14])=[C:3]([O:2][CH3:1])[CH:4]=4)[N:9]=[CH:8][N:7]=3)=[CH:17][CH:18]=2)=[O:33])[CH2:43]1)[C:36]1[CH:37]=[CH:38][CH:39]=[CH:40][CH:41]=1. The catalyst is C(N(CC)CC)C.C(Cl)(Cl)Cl. The yield is 0.600. The reactants are [CH3:1][O:2][C:3]1[CH:4]=[C:5]2[C:10](=[CH:11][C:12]=1[O:13][CH3:14])[N:9]=[CH:8][N:7]=[C:6]2[O:15][C:16]1[CH:22]=[CH:21][C:19]([NH2:20])=[CH:18][CH:17]=1.ClC(Cl)(O[C:27](=[O:33])OC(Cl)(Cl)Cl)Cl.[CH2:35]([N:42]1[CH2:46][CH2:45][C@H:44]([NH2:47])[CH2:43]1)[C:36]1[CH:41]=[CH:40][CH:39]=[CH:38][CH:37]=1.C(=O)([O-])O.[Na+].